From a dataset of Peptide-MHC class I binding affinity with 185,985 pairs from IEDB/IMGT. Regression. Given a peptide amino acid sequence and an MHC pseudo amino acid sequence, predict their binding affinity value. This is MHC class I binding data. (1) The peptide sequence is CLKNEGVSGL. The MHC is HLA-A68:02 with pseudo-sequence HLA-A68:02. The binding affinity (normalized) is 0.294. (2) The peptide sequence is YPITADKRI. The MHC is HLA-B15:09 with pseudo-sequence HLA-B15:09. The binding affinity (normalized) is 0.418.